Dataset: Catalyst prediction with 721,799 reactions and 888 catalyst types from USPTO. Task: Predict which catalyst facilitates the given reaction. (1) Reactant: Cl[C:2]1[C:11]2[C:6](=[CH:7][CH:8]=[C:9]([Cl:12])[CH:10]=2)[N:5]=[C:4]([C:13]2[CH:14]=[N:15][CH:16]=[CH:17][CH:18]=2)[N:3]=1.[NH2:19][C:20]1[CH:32]=[CH:31][CH:30]=[CH:29][C:21]=1[C:22]([NH:24][CH2:25][CH:26]1[CH2:28][CH2:27]1)=[O:23].CCN(CC)CC. Product: [Cl:12][C:9]1[CH:10]=[C:11]2[C:6](=[CH:7][CH:8]=1)[N:5]=[C:4]([C:13]1[CH:14]=[N:15][CH:16]=[CH:17][CH:18]=1)[N:3]=[C:2]2[NH:19][C:20]1[CH:32]=[CH:31][CH:30]=[CH:29][C:21]=1[C:22]([NH:24][CH2:25][CH:26]1[CH2:28][CH2:27]1)=[O:23]. The catalyst class is: 41. (2) Reactant: [F:1][C:2]([F:19])([F:18])[O:3][C:4]1[CH:9]=[CH:8][C:7]([N:10]2[CH2:15][CH2:14][N:13]([CH3:16])[CH2:12][CH2:11]2)=[CH:6][C:5]=1N.N([O-])=O.[IH:23].C(=O)(O)[O-].[Na+]. Product: [I:23][C:5]1[CH:6]=[C:7]([N:10]2[CH2:15][CH2:14][N:13]([CH3:16])[CH2:12][CH2:11]2)[CH:8]=[CH:9][C:4]=1[O:3][C:2]([F:19])([F:18])[F:1]. The catalyst class is: 16. (3) Reactant: FC(F)(F)C(O)=O.Br[C:9]1[C:10]([NH:16][C:17](=[O:30])[C:18]([CH3:29])([NH:20][CH2:21][CH2:22][CH:23]2[CH2:28][CH2:27][O:26][CH2:25][CH2:24]2)[CH3:19])=[N:11][CH:12]=[C:13]([Br:15])[N:14]=1.C(N(CC)C(C)C)(C)C. Product: [Br:15][C:13]1[N:14]=[C:9]2[N:20]([CH2:21][CH2:22][CH:23]3[CH2:28][CH2:27][O:26][CH2:25][CH2:24]3)[C:18]([CH3:29])([CH3:19])[C:17](=[O:30])[NH:16][C:10]2=[N:11][CH:12]=1. The catalyst class is: 12. (4) Reactant: Cl.[Cl:2][C:3]1[CH:4]=[CH:5][C:6]2[N:15]3[C:11](=[N:12][N:13]=[C:14]3[C@H:16]3[CH2:21][CH2:20][C@H:19]([O:22][C:23]4[CH:28]=[CH:27][CH:26]=[CH:25][CH:24]=4)[CH2:18][CH2:17]3)[CH2:10][NH:9][CH2:8][C:7]=2[CH:29]=1.C(N(CC)CC)C.[C:37](Cl)(=[O:39])[CH3:38]. Product: [Cl:2][C:3]1[CH:4]=[CH:5][C:6]2[N:15]3[C:11](=[N:12][N:13]=[C:14]3[C@H:16]3[CH2:17][CH2:18][C@H:19]([O:22][C:23]4[CH:24]=[CH:25][CH:26]=[CH:27][CH:28]=4)[CH2:20][CH2:21]3)[CH2:10][N:9]([C:37](=[O:39])[CH3:38])[CH2:8][C:7]=2[CH:29]=1. The catalyst class is: 4.